This data is from Reaction yield outcomes from USPTO patents with 853,638 reactions. The task is: Predict the reaction yield, written as a fraction of the theoretical maximum amount of product (1.0 means a 100% yield; for example, 0.34 means a 34% yield). The reactants are [Br:1][C:2]1[C:3]([OH:18])=[C:4]([C:10]2[N:11]=[C:12]([C:15]([OH:17])=O)[S:13][CH:14]=2)[CH:5]=[C:6]([Br:9])[C:7]=1[OH:8].[CH2:19]([CH:26]1[CH2:31][CH2:30][NH:29][CH2:28][CH2:27]1)[C:20]1[CH:25]=[CH:24][CH:23]=[CH:22][CH:21]=1.ON1C2C=CC=CC=2N=N1.C(N(CC)C(C)C)(C)C. The catalyst is CN(C)C=O. The product is [CH2:19]([CH:26]1[CH2:31][CH2:30][N:29]([C:15]([C:12]2[S:13][CH:14]=[C:10]([C:4]3[CH:5]=[C:6]([Br:9])[C:7]([OH:8])=[C:2]([Br:1])[C:3]=3[OH:18])[N:11]=2)=[O:17])[CH2:28][CH2:27]1)[C:20]1[CH:25]=[CH:24][CH:23]=[CH:22][CH:21]=1. The yield is 0.670.